Dataset: Full USPTO retrosynthesis dataset with 1.9M reactions from patents (1976-2016). Task: Predict the reactants needed to synthesize the given product. Given the product [P:42]([O:54][CH2:55][N:20]1[C:19]([C:10]2[CH:11]=[CH:12][C:13]([O:14][C:15]([F:18])([F:16])[F:17])=[C:8]([Cl:7])[CH:9]=2)=[CH:23][S:22][C:21]1=[N:24][C:25](=[O:41])[CH2:26][C:27]1[C:35]2[C:34](=[O:36])[N:33]([CH3:37])[C:32](=[O:38])[N:31]([CH3:39])[C:30]=2[O:29][C:28]=1[CH3:40])([O:44][C:45]([CH3:48])([CH3:47])[CH3:46])([O:49][C:50]([CH3:51])([CH3:52])[CH3:53])=[O:43], predict the reactants needed to synthesize it. The reactants are: P([O-])([O-])([O-])=O.[Na].[Cl:7][C:8]1[CH:9]=[C:10]([C:19]2[N:20]=[C:21]([NH:24][C:25](=[O:41])[CH2:26][C:27]3[C:35]4[C:34](=[O:36])[N:33]([CH3:37])[C:32](=[O:38])[N:31]([CH3:39])[C:30]=4[O:29][C:28]=3[CH3:40])[S:22][CH:23]=2)[CH:11]=[CH:12][C:13]=1[O:14][C:15]([F:18])([F:17])[F:16].[P:42]([O:54][CH2:55]Cl)([O:49][C:50]([CH3:53])([CH3:52])[CH3:51])([O:44][C:45]([CH3:48])([CH3:47])[CH3:46])=[O:43].[I-].[Na+].